Dataset: Full USPTO retrosynthesis dataset with 1.9M reactions from patents (1976-2016). Task: Predict the reactants needed to synthesize the given product. (1) Given the product [Cl:1][C:2]1[CH:7]=[C:6]([N:8]2[CH2:9][CH2:10][O:11][CH2:12][CH2:13]2)[N:5]=[C:4]([C:14]([OH:16])([CH3:17])[CH3:15])[N:3]=1, predict the reactants needed to synthesize it. The reactants are: [Cl:1][C:2]1[CH:7]=[C:6]([N:8]2[CH2:13][CH2:12][O:11][CH2:10][CH2:9]2)[N:5]=[C:4]([C:14](=[O:16])[CH3:15])[N:3]=1.[CH3:17][Mg]Br. (2) The reactants are: [CH3:1][N:2]1[CH:6]=[C:5]([C:7]2[CH:12]=[C:11]([O:13][C:14]3[CH:15]=[CH:16][C:17]([NH2:20])=[N:18][CH:19]=3)[CH:10]=[CH:9][N:8]=2)[CH:4]=[N:3]1.Cl[CH2:22][C:23]([N:25]=[C:26]=[O:27])=[O:24].[CH3:28][N:29]1[CH2:34][CH2:33][NH:32][CH2:31][CH2:30]1. Given the product [CH3:1][N:2]1[CH:6]=[C:5]([C:7]2[CH:12]=[C:11]([O:13][C:14]3[CH:15]=[CH:16][C:17]([NH:20][C:26]([NH:25][C:23](=[O:24])[CH2:22][N:32]4[CH2:33][CH2:34][N:29]([CH3:28])[CH2:30][CH2:31]4)=[O:27])=[N:18][CH:19]=3)[CH:10]=[CH:9][N:8]=2)[CH:4]=[N:3]1, predict the reactants needed to synthesize it. (3) Given the product [OH:9][C:8]1[C:3]([CH:1]=[N:17][C:18]2[CH:23]=[CH:22][CH:21]=[CH:20][C:19]=2[OH:24])=[CH:4][C:5]([CH2:12][CH2:13][C:14]([OH:16])=[O:15])=[CH:6][C:7]=1[CH:10]=[N:17][C:18]1[CH:23]=[CH:22][CH:21]=[CH:20][C:19]=1[OH:24], predict the reactants needed to synthesize it. The reactants are: [CH:1]([C:3]1[CH:4]=[C:5]([CH2:12][CH2:13][C:14]([OH:16])=[O:15])[CH:6]=[C:7]([CH:10]=O)[C:8]=1[OH:9])=O.[NH2:17][C:18]1[CH:23]=[CH:22][CH:21]=[CH:20][C:19]=1[OH:24]. (4) Given the product [CH2:24]([N:1]1[CH2:5][CH2:4][C@@H:3]([N:6]2[CH:10]=[C:9]([O:11][C:12]3[N:13]=[C:14]([OH:22])[C:15]4[CH:21]=[CH:20][N:19]=[CH:18][C:16]=4[N:17]=3)[CH:8]=[N:7]2)[CH2:2]1)[C:25]1[CH:30]=[CH:29][CH:28]=[CH:27][CH:26]=1, predict the reactants needed to synthesize it. The reactants are: [NH:1]1[CH2:5][CH2:4][C@@H:3]([N:6]2[CH:10]=[C:9]([O:11][C:12]3[N:13]=[C:14]([OH:22])[C:15]4[CH:21]=[CH:20][N:19]=[CH:18][C:16]=4[N:17]=3)[CH:8]=[N:7]2)[CH2:2]1.Br[CH2:24][C:25]1[CH:30]=[CH:29][CH:28]=[CH:27][CH:26]=1. (5) Given the product [Cl:1][C:2]1[CH:8]=[C:7]([O:9][C:10]2[C:11]3[N:18]([CH3:19])[C:17]([CH2:20][O:21][CH:22]4[CH2:27][CH2:26][CH2:25][CH2:24][O:23]4)=[CH:16][C:12]=3[N:13]=[CH:14][N:15]=2)[CH:6]=[CH:5][C:3]=1[NH:4][C:44]([NH:43][C:39]1[CH:40]=[CH:41][CH:42]=[C:37]([C:36]([F:35])([F:46])[F:47])[CH:38]=1)=[O:45], predict the reactants needed to synthesize it. The reactants are: [Cl:1][C:2]1[CH:8]=[C:7]([O:9][C:10]2[C:11]3[N:18]([CH3:19])[C:17]([CH2:20][O:21][CH:22]4[CH2:27][CH2:26][CH2:25][CH2:24][O:23]4)=[CH:16][C:12]=3[N:13]=[CH:14][N:15]=2)[CH:6]=[CH:5][C:3]=1[NH2:4].C(N(CC)CC)C.[F:35][C:36]([F:47])([F:46])[C:37]1[CH:38]=[C:39]([N:43]=[C:44]=[O:45])[CH:40]=[CH:41][CH:42]=1.O. (6) Given the product [NH:18]1[CH:19]=[N:20][C:16]([C:12]2[CH:11]=[C:10]3[C:15](=[CH:14][CH:13]=2)[NH:7][N:8]=[C:9]3[C:40]2[CH:41]=[C:42]([NH:46][C:47](=[O:49])[CH3:48])[CH:43]=[CH:44][CH:45]=2)=[N:17]1, predict the reactants needed to synthesize it. The reactants are: O1CCCCC1[N:7]1[C:15]2[C:10](=[CH:11][C:12]([C:16]3[N:20]=[CH:19][N:18](C(C4C=CC=CC=4)(C4C=CC=CC=4)C4C=CC=CC=4)[N:17]=3)=[CH:13][CH:14]=2)[C:9]([C:40]2[CH:41]=[C:42]([NH2:46])[CH:43]=[CH:44][CH:45]=2)=[N:8]1.[C:47](OC(=O)C)(=[O:49])[CH3:48].O.[OH-].[Na+]. (7) The reactants are: Br[C:2]1[CH:18]=[CH:17][C:5]([O:6][CH:7]([CH3:16])[CH2:8][NH:9][S:10]([CH:13]([CH3:15])[CH3:14])(=[O:12])=[O:11])=[CH:4][CH:3]=1.[F:19][C:20]([F:31])([F:30])[C:21]1[CH:22]=[C:23](B(O)O)[CH:24]=[CH:25][CH:26]=1.C(=O)([O-])[O-].[Na+].[Na+]. Given the product [CH3:14][CH:13]([S:10]([NH:9][CH2:8][CH:7]([O:6][C:5]1[CH:17]=[CH:18][C:2]([C:25]2[CH:24]=[CH:23][CH:22]=[C:21]([C:20]([F:31])([F:30])[F:19])[CH:26]=2)=[CH:3][CH:4]=1)[CH3:16])(=[O:12])=[O:11])[CH3:15], predict the reactants needed to synthesize it.